From a dataset of NCI-60 drug combinations with 297,098 pairs across 59 cell lines. Regression. Given two drug SMILES strings and cell line genomic features, predict the synergy score measuring deviation from expected non-interaction effect. (1) Drug 1: CNC(=O)C1=NC=CC(=C1)OC2=CC=C(C=C2)NC(=O)NC3=CC(=C(C=C3)Cl)C(F)(F)F. Drug 2: C#CCC(CC1=CN=C2C(=N1)C(=NC(=N2)N)N)C3=CC=C(C=C3)C(=O)NC(CCC(=O)O)C(=O)O. Cell line: ACHN. Synergy scores: CSS=-0.169, Synergy_ZIP=0.926, Synergy_Bliss=2.29, Synergy_Loewe=0.578, Synergy_HSA=0.340. (2) Drug 1: CC1=C(C(=O)C2=C(C1=O)N3CC4C(C3(C2COC(=O)N)OC)N4)N. Drug 2: CC(C)CN1C=NC2=C1C3=CC=CC=C3N=C2N. Cell line: CCRF-CEM. Synergy scores: CSS=64.2, Synergy_ZIP=2.02, Synergy_Bliss=-0.129, Synergy_Loewe=-7.52, Synergy_HSA=-3.79. (3) Drug 1: C1CN1C2=NC(=NC(=N2)N3CC3)N4CC4. Drug 2: C1=CC=C(C(=C1)C(C2=CC=C(C=C2)Cl)C(Cl)Cl)Cl. Cell line: SR. Synergy scores: CSS=69.4, Synergy_ZIP=1.51, Synergy_Bliss=2.73, Synergy_Loewe=-26.5, Synergy_HSA=2.50. (4) Drug 1: C1CCC(C1)C(CC#N)N2C=C(C=N2)C3=C4C=CNC4=NC=N3. Drug 2: CC1=C(C=C(C=C1)NC2=NC=CC(=N2)N(C)C3=CC4=NN(C(=C4C=C3)C)C)S(=O)(=O)N.Cl. Cell line: HOP-62. Synergy scores: CSS=10.5, Synergy_ZIP=2.06, Synergy_Bliss=6.94, Synergy_Loewe=4.53, Synergy_HSA=5.19. (5) Cell line: CCRF-CEM. Drug 2: B(C(CC(C)C)NC(=O)C(CC1=CC=CC=C1)NC(=O)C2=NC=CN=C2)(O)O. Drug 1: COC1=NC(=NC2=C1N=CN2C3C(C(C(O3)CO)O)O)N. Synergy scores: CSS=75.5, Synergy_ZIP=-1.44, Synergy_Bliss=-2.31, Synergy_Loewe=-3.95, Synergy_HSA=-1.48. (6) Drug 1: CC1C(C(=O)NC(C(=O)N2CCCC2C(=O)N(CC(=O)N(C(C(=O)O1)C(C)C)C)C)C(C)C)NC(=O)C3=C4C(=C(C=C3)C)OC5=C(C(=O)C(=C(C5=N4)C(=O)NC6C(OC(=O)C(N(C(=O)CN(C(=O)C7CCCN7C(=O)C(NC6=O)C(C)C)C)C)C(C)C)C)N)C. Drug 2: C1=CC=C(C=C1)NC(=O)CCCCCCC(=O)NO. Cell line: NCI-H522. Synergy scores: CSS=8.28, Synergy_ZIP=-2.51, Synergy_Bliss=4.28, Synergy_Loewe=-6.19, Synergy_HSA=-4.25. (7) Drug 1: CNC(=O)C1=CC=CC=C1SC2=CC3=C(C=C2)C(=NN3)C=CC4=CC=CC=N4. Drug 2: CC1=C2C(C(=O)C3(C(CC4C(C3C(C(C2(C)C)(CC1OC(=O)C(C(C5=CC=CC=C5)NC(=O)OC(C)(C)C)O)O)OC(=O)C6=CC=CC=C6)(CO4)OC(=O)C)OC)C)OC. Cell line: A549. Synergy scores: CSS=63.6, Synergy_ZIP=9.56, Synergy_Bliss=8.81, Synergy_Loewe=-1.21, Synergy_HSA=10.8.